From a dataset of NCI-60 drug combinations with 297,098 pairs across 59 cell lines. Regression. Given two drug SMILES strings and cell line genomic features, predict the synergy score measuring deviation from expected non-interaction effect. (1) Drug 1: C1=CC(=C2C(=C1NCCNCCO)C(=O)C3=C(C=CC(=C3C2=O)O)O)NCCNCCO. Drug 2: CC1=C(N=C(N=C1N)C(CC(=O)N)NCC(C(=O)N)N)C(=O)NC(C(C2=CN=CN2)OC3C(C(C(C(O3)CO)O)O)OC4C(C(C(C(O4)CO)O)OC(=O)N)O)C(=O)NC(C)C(C(C)C(=O)NC(C(C)O)C(=O)NCCC5=NC(=CS5)C6=NC(=CS6)C(=O)NCCC[S+](C)C)O. Cell line: LOX IMVI. Synergy scores: CSS=45.8, Synergy_ZIP=-1.32, Synergy_Bliss=-0.135, Synergy_Loewe=-1.46, Synergy_HSA=2.81. (2) Drug 1: CCC1=CC2CC(C3=C(CN(C2)C1)C4=CC=CC=C4N3)(C5=C(C=C6C(=C5)C78CCN9C7C(C=CC9)(C(C(C8N6C)(C(=O)OC)O)OC(=O)C)CC)OC)C(=O)OC.C(C(C(=O)O)O)(C(=O)O)O. Drug 2: C1CC(=O)NC(=O)C1N2C(=O)C3=CC=CC=C3C2=O. Cell line: T-47D. Synergy scores: CSS=31.7, Synergy_ZIP=-2.90, Synergy_Bliss=0.443, Synergy_Loewe=-19.5, Synergy_HSA=1.40.